This data is from Forward reaction prediction with 1.9M reactions from USPTO patents (1976-2016). The task is: Predict the product of the given reaction. (1) Given the reactants Cl.[NH2:2][C@H:3]([C:7]([O:9][CH3:10])=[O:8])[CH:4]([CH3:6])[CH3:5].C(=O)([O-])[O-].[Na+].[Na+].O.[Br:18][C:19]1[CH:24]=[CH:23][C:22]([S:25](Cl)(=[O:27])=[O:26])=[CH:21][CH:20]=1, predict the reaction product. The product is: [Br:18][C:19]1[CH:24]=[CH:23][C:22]([S:25]([NH:2][C@H:3]([C:7]([O:9][CH3:10])=[O:8])[CH:4]([CH3:6])[CH3:5])(=[O:27])=[O:26])=[CH:21][CH:20]=1. (2) Given the reactants Cl.[Br:2][C:3]1[CH:4]=[C:5]([O:9]N)[CH:6]=[CH:7][CH:8]=1.O=[C:12]1[CH2:18][CH:17]2[N:19]([C:20]([O:22][C:23]([CH3:26])([CH3:25])[CH3:24])=[O:21])[CH:14]([CH2:15][CH2:16]2)[CH2:13]1, predict the reaction product. The product is: [Br:2][C:3]1[CH:8]=[CH:7][C:6]2[C:18]3[CH:17]4[N:19]([C:20]([O:22][C:23]([CH3:26])([CH3:25])[CH3:24])=[O:21])[CH:14]([CH2:15][CH2:16]4)[CH2:13][C:12]=3[O:9][C:5]=2[CH:4]=1. (3) Given the reactants Cl.[F:2][C:3]1[CH:8]=[CH:7][C:6]([NH:9][C:10]2[CH:15]=[CH:14][N:13]=[C:12]([NH:16][C:17]3[CH:22]=[CH:21][C:20]([S:23]([N:26]([CH3:33])[CH:27]4[CH2:32][CH2:31][NH:30][CH2:29][CH2:28]4)(=[O:25])=[O:24])=[CH:19][CH:18]=3)[N:11]=2)=[CH:5][C:4]=1[CH3:34].CO.ClCCl.[CH:40]([S:42]([CH3:45])(=[O:44])=[O:43])=[CH2:41], predict the reaction product. The product is: [F:2][C:3]1[CH:8]=[CH:7][C:6]([NH:9][C:10]2[CH:15]=[CH:14][N:13]=[C:12]([NH:16][C:17]3[CH:18]=[CH:19][C:20]([S:23]([N:26]([CH3:33])[CH:27]4[CH2:32][CH2:31][N:30]([CH2:41][CH2:40][S:42]([CH3:45])(=[O:44])=[O:43])[CH2:29][CH2:28]4)(=[O:24])=[O:25])=[CH:21][CH:22]=3)[N:11]=2)=[CH:5][C:4]=1[CH3:34].